From a dataset of Full USPTO retrosynthesis dataset with 1.9M reactions from patents (1976-2016). Predict the reactants needed to synthesize the given product. (1) Given the product [CH3:20][C:21]1[C:22]([N:28]2[CH2:29][CH2:30][N:31]([C:11]([C:10]3[CH:9]=[CH:8][C:7]([N:6]4[C@H:5]([CH2:16][CH2:17][CH3:18])[CH2:4][O:3][C:2]4=[O:1])=[CH:15][CH:14]=3)=[O:13])[CH2:32][CH2:33]2)=[N:23][CH:24]=[C:25]([CH3:27])[CH:26]=1, predict the reactants needed to synthesize it. The reactants are: [O:1]=[C:2]1[N:6]([C:7]2[CH:15]=[CH:14][C:10]([C:11]([OH:13])=O)=[CH:9][CH:8]=2)[C@H:5]([CH2:16][CH2:17][CH3:18])[CH2:4][O:3]1.Cl.[CH3:20][C:21]1[C:22]([N:28]2[CH2:33][CH2:32][NH:31][CH2:30][CH2:29]2)=[N:23][CH:24]=[C:25]([CH3:27])[CH:26]=1. (2) Given the product [Br:1][C:2]1[CH:7]=[CH:6][C:5](/[CH:8]=[CH:9]/[C:10]2[N:11]([CH2:24][C:25]3[CH:30]=[CH:29][C:28]([N+:31]([O-:33])=[O:32])=[CH:27][CH:26]=3)[CH:12]=[C:13]([C:15]3[CH:20]=[CH:19][C:18]([Cl:21])=[CH:17][C:16]=3[Cl:22])[N:14]=2)=[CH:4][CH:3]=1, predict the reactants needed to synthesize it. The reactants are: [Br:1][C:2]1[CH:7]=[CH:6][C:5](/[CH:8]=[CH:9]/[C:10]2[NH:11][CH:12]=[C:13]([C:15]3[CH:20]=[CH:19][C:18]([Cl:21])=[CH:17][C:16]=3[Cl:22])[N:14]=2)=[CH:4][CH:3]=1.C[CH:24](Br)[C:25]1[CH:30]=[CH:29][C:28]([N+:31]([O-:33])=[O:32])=[CH:27][CH:26]=1. (3) Given the product [CH2:18]([C:12]1[O:3][C:2]([C:4]2[CH:9]=[CH:8][CH:7]=[CH:6][CH:5]=2)=[CH:1][C:13]=1[C:14]([O:16][CH3:17])=[O:15])[CH3:19], predict the reactants needed to synthesize it. The reactants are: [CH2:1](Br)[C:2]([C:4]1[CH:9]=[CH:8][CH:7]=[CH:6][CH:5]=1)=[O:3].O=[C:12]([CH2:18][CH3:19])[CH2:13][C:14]([O:16][CH3:17])=[O:15].O.C1(C)C=CC(S(O)(=O)=O)=CC=1.